From a dataset of Forward reaction prediction with 1.9M reactions from USPTO patents (1976-2016). Predict the product of the given reaction. (1) Given the reactants [F:1][C:2]1[CH:3]=[C:4]([CH2:9][C:10]([OH:12])=[O:11])[CH:5]=[CH:6][C:7]=1[F:8].C(=O)([O-])[O-].[K+].[K+].[CH2:19](Br)[CH:20]=[CH2:21].O, predict the reaction product. The product is: [CH2:21]([O:11][C:10](=[O:12])[CH2:9][C:4]1[CH:5]=[CH:6][C:7]([F:8])=[C:2]([F:1])[CH:3]=1)[CH:20]=[CH2:19]. (2) The product is: [N+:12]([C:10]1[CH:9]=[C:4]([CH:3]=[C:2]([C:20]#[C:19][Si:16]([CH3:18])([CH3:17])[CH3:15])[CH:11]=1)[C:5]([O:7][CH3:8])=[O:6])([O-:14])=[O:13]. Given the reactants Br[C:2]1[CH:3]=[C:4]([CH:9]=[C:10]([N+:12]([O-:14])=[O:13])[CH:11]=1)[C:5]([O:7][CH3:8])=[O:6].[CH3:15][Si:16]([C:19]#[CH:20])([CH3:18])[CH3:17].C(N(CC)CC)C, predict the reaction product. (3) Given the reactants [Cl:1][C:2]1[CH:42]=[CH:41][C:5]([CH2:6][C@@H:7]([NH:28][CH:29]2[CH2:34][CH2:33][N:32]([C:35]3[CH:40]=[CH:39][CH:38]=[CH:37][N:36]=3)[CH2:31][CH2:30]2)[C:8]([N:10]2[CH2:15][CH2:14][C:13]([CH:22]3[CH2:27][CH2:26][CH2:25][CH2:24][CH2:23]3)([CH2:16][N:17]3[CH:21]=[N:20][CH:19]=[N:18]3)[CH2:12][CH2:11]2)=[O:9])=[CH:4][CH:3]=1.Cl, predict the reaction product. The product is: [ClH:1].[Cl:1][C:2]1[CH:42]=[CH:41][C:5]([CH2:6][C@@H:7]([NH:28][CH:29]2[CH2:34][CH2:33][N:32]([C:35]3[CH:40]=[CH:39][CH:38]=[CH:37][N:36]=3)[CH2:31][CH2:30]2)[C:8]([N:10]2[CH2:15][CH2:14][C:13]([CH:22]3[CH2:23][CH2:24][CH2:25][CH2:26][CH2:27]3)([CH2:16][N:17]3[CH:21]=[N:20][CH:19]=[N:18]3)[CH2:12][CH2:11]2)=[O:9])=[CH:4][CH:3]=1. (4) Given the reactants [N+](C1C=CC([N+]([O-])=O)=CC=1CC(=O)C)([O-])=O.[C]=O.[CH3:19][C:20]1[NH:21][C:22]2[C:27]([CH:28]=1)=[CH:26][CH:25]=[C:24]([N+:29]([O-])=O)[CH:23]=2, predict the reaction product. The product is: [NH2:29][C:24]1[CH:23]=[C:22]2[C:27]([CH:28]=[C:20]([CH3:19])[NH:21]2)=[CH:26][CH:25]=1. (5) Given the reactants [CH:1]([O:4][C:5]1[CH:28]=[CH:27][C:8]([C:9]([N:11]2[CH2:26][CH2:25][C:14]3([CH2:23][C:22](=[O:24])[C:21]4[C:16](=[CH:17][CH:18]=[CH:19][CH:20]=4)[S:15]3)[CH2:13][CH2:12]2)=[O:10])=[CH:7][C:6]=1[O:29][CH3:30])([CH3:3])[CH3:2].[BH4-].[Na+], predict the reaction product. The product is: [OH:24][CH:22]1[C:21]2[C:16](=[CH:17][CH:18]=[CH:19][CH:20]=2)[S:15][C:14]2([CH2:25][CH2:26][N:11]([C:9]([C:8]3[CH:27]=[CH:28][C:5]([O:4][CH:1]([CH3:2])[CH3:3])=[C:6]([O:29][CH3:30])[CH:7]=3)=[O:10])[CH2:12][CH2:13]2)[CH2:23]1. (6) Given the reactants [CH2:1]([OH:6])[CH2:2][CH2:3][C:4]#[CH:5].[H-].[Na+].[CH2:9](Br)[C:10]1[CH:15]=[CH:14][CH:13]=[CH:12][CH:11]=1.Cl, predict the reaction product. The product is: [CH2:9]([O:6][CH2:1][CH2:2][CH2:3][C:4]#[CH:5])[C:10]1[CH:15]=[CH:14][CH:13]=[CH:12][CH:11]=1. (7) The product is: [NH2:1][C:4]1[CH:32]=[C:31]([NH2:33])[CH:30]=[CH:29][C:5]=1[O:6][C:7]1[N:12]=[CH:11][N:10]=[C:9]([CH2:13][CH2:14][CH2:15][CH2:16][CH2:17][CH2:18][CH2:19][CH2:20][CH2:21][CH2:22][CH2:23][CH2:24][CH2:25][CH2:26][CH2:27][CH3:28])[N:8]=1. Given the reactants [N+:1]([C:4]1[CH:32]=[C:31]([N+:33]([O-])=O)[CH:30]=[CH:29][C:5]=1[O:6][C:7]1[N:12]=[CH:11][N:10]=[C:9]([CH2:13][CH2:14][CH2:15][CH2:16][CH2:17][CH2:18][CH2:19][CH2:20][CH2:21][CH2:22][CH2:23][CH2:24][CH2:25][CH2:26][CH2:27][CH3:28])[N:8]=1)([O-])=O.[H][H], predict the reaction product. (8) Given the reactants [OH:1][C:2]1[CH:11]=[CH:10][C:5]([C:6]([O:8][CH3:9])=[O:7])=[CH:4][CH:3]=1.C([O-])([O-])=O.[K+].[K+].I[CH2:19][CH2:20][CH2:21]/[CH:22]=[CH:23]\[CH2:24][CH2:25][CH2:26][CH2:27][CH2:28][CH3:29], predict the reaction product. The product is: [CH2:19]([O:1][C:2]1[CH:3]=[CH:4][C:5]([C:6]([O:8][CH3:9])=[O:7])=[CH:10][CH:11]=1)[CH2:20][CH2:21]/[CH:22]=[CH:23]\[CH2:24][CH2:25][CH2:26][CH2:27][CH2:28][CH3:29].